This data is from Forward reaction prediction with 1.9M reactions from USPTO patents (1976-2016). The task is: Predict the product of the given reaction. (1) Given the reactants FC(F)(F)C(O)=O.FC(F)(F)C(O)=O.[NH:15]1[CH2:56][CH2:55][CH2:54][C@H:16]1[C:17]([O:19][CH2:20][CH2:21][O:22][C:23]1[CH:28]=[CH:27][C:26]([C:29]2[C:34]([C:35]#[N:36])=[C:33]([S:37][CH2:38][C:39]3[N:40]=[C:41]([C:44]4[CH:49]=[CH:48][C:47]([Cl:50])=[CH:46][CH:45]=4)[S:42][CH:43]=3)[N:32]=[C:31]([NH2:51])[C:30]=2[C:52]#[N:53])=[CH:25][CH:24]=1)=[O:18].[C:57]1([CH3:67])[CH:62]=[CH:61][C:60]([S:63]([OH:66])(=[O:65])=[O:64])=[CH:59][CH:58]=1, predict the reaction product. The product is: [C:57]1([CH3:67])[CH:58]=[CH:59][C:60]([S:63]([OH:66])(=[O:64])=[O:65])=[CH:61][CH:62]=1.[NH:15]1[CH2:56][CH2:55][CH2:54][C@H:16]1[C:17]([O:19][CH2:20][CH2:21][O:22][C:23]1[CH:24]=[CH:25][C:26]([C:29]2[C:34]([C:35]#[N:36])=[C:33]([S:37][CH2:38][C:39]3[N:40]=[C:41]([C:44]4[CH:45]=[CH:46][C:47]([Cl:50])=[CH:48][CH:49]=4)[S:42][CH:43]=3)[N:32]=[C:31]([NH2:51])[C:30]=2[C:52]#[N:53])=[CH:27][CH:28]=1)=[O:18]. (2) Given the reactants [Cl:1][C:2]1[CH:10]=[CH:9][C:8]([I:11])=[CH:7][C:3]=1[C:4](Cl)=[O:5].[O:12]1[CH2:17][CH2:16][O:15][C:14]2[CH:18]=[CH:19][CH:20]=[CH:21][C:13]1=2.[Cl-].[Cl-].[Cl-].[Al+3], predict the reaction product. The product is: [Cl:1][C:2]1[CH:10]=[CH:9][C:8]([I:11])=[CH:7][C:3]=1[C:4]([C:19]1[CH:20]=[CH:21][C:13]2[O:12][CH2:17][CH2:16][O:15][C:14]=2[CH:18]=1)=[O:5]. (3) Given the reactants C([O:4][C@@H:5]1[C@@H:9]([O:10]C(=O)C)[C@@H:8]([CH2:14][OH:15])[O:7][C@H:6]1[N:16]1[CH:24]=[N:23][C:22]2[C:17]1=[N:18][CH:19]=[N:20][C:21]=2[NH:25][C@@H:26]1[C:34]2[C:29](=[CH:30][CH:31]=[CH:32][CH:33]=2)[CH2:28][CH2:27]1)(=O)C.C(N(CC)CC)C.Cl[S:43]([NH2:46])(=[O:45])=[O:44], predict the reaction product. The product is: [S:43](=[O:45])(=[O:44])([O:15][CH2:14][C@@H:8]1[C@@H:9]([OH:10])[C@@H:5]([OH:4])[C@H:6]([N:16]2[CH:24]=[N:23][C:22]3[C:17]2=[N:18][CH:19]=[N:20][C:21]=3[NH:25][C@@H:26]2[C:34]3[C:29](=[CH:30][CH:31]=[CH:32][CH:33]=3)[CH2:28][CH2:27]2)[O:7]1)[NH2:46]. (4) Given the reactants [NH2:1][CH2:2][C@@H:3]([NH2:5])[CH3:4].CCCCCCC=CCCC.[C:17](O[C:17]([O:19][C:20]([CH3:23])([CH3:22])[CH3:21])=[O:18])([O:19][C:20]([CH3:23])([CH3:22])[CH3:21])=[O:18].O, predict the reaction product. The product is: [NH2:5][C@@H:3]([CH3:4])[CH2:2][NH:1][C:17](=[O:18])[O:19][C:20]([CH3:23])([CH3:22])[CH3:21].